From a dataset of Catalyst prediction with 721,799 reactions and 888 catalyst types from USPTO. Predict which catalyst facilitates the given reaction. (1) Reactant: [CH2:1]([O:8][C:9]1[CH:10]=[CH:11][C:12]2[O:16][C:15]([CH2:17][NH2:18])=[CH:14][C:13]=2[CH:19]=1)[C:2]1[CH:7]=[CH:6][CH:5]=[CH:4][CH:3]=1.[NH2:20][C:21]1[N:29]=[C:28]([CH2:30][O:31][CH3:32])[CH:27]=[CH:26][C:22]=1[C:23](O)=[O:24].C(N(CC)CC)C.F[P-](F)(F)(F)(F)F.N1(O[P+](N(C)C)(N(C)C)N(C)C)C2C=CC=CC=2N=N1. Product: [NH2:20][C:21]1[N:29]=[C:28]([CH2:30][O:31][CH3:32])[CH:27]=[CH:26][C:22]=1[C:23]([NH:18][CH2:17][C:15]1[O:16][C:12]2[CH:11]=[CH:10][C:9]([O:8][CH2:1][C:2]3[CH:3]=[CH:4][CH:5]=[CH:6][CH:7]=3)=[CH:19][C:13]=2[CH:14]=1)=[O:24]. The catalyst class is: 145. (2) Reactant: CCOC(/N=N/C(OCC)=O)=O.[CH3:13][N:14]([C@@H:22]([CH3:38])[C:23](=[O:37])[NH:24][C@H:25]1[CH2:31][O:30][C:29]2[CH:32]=[CH:33][CH:34]=[CH:35][C:28]=2[NH:27][C:26]1=[O:36])[C:15](=[O:21])[O:16][C:17]([CH3:20])([CH3:19])[CH3:18].[CH2:39]([N:41]1[C:49]2[C:44](=[C:45]([CH2:50]O)[CH:46]=[CH:47][CH:48]=2)[CH:43]=[CH:42]1)[CH3:40].C1C=CC(P(C2C=CC=CC=2)C2C=CC=CC=2)=CC=1. Product: [CH2:39]([N:41]1[C:49]2[C:44](=[C:45]([CH2:50][N:27]3[C:26](=[O:36])[C@@H:25]([NH:24][C:23](=[O:37])[C@@H:22]([N:14]([CH3:13])[C:15](=[O:21])[O:16][C:17]([CH3:20])([CH3:18])[CH3:19])[CH3:38])[CH2:31][O:30][C:29]4[CH:32]=[CH:33][CH:34]=[CH:35][C:28]3=4)[CH:46]=[CH:47][CH:48]=2)[CH:43]=[CH:42]1)[CH3:40]. The catalyst class is: 1. (3) Product: [Cl:1][C:2]([N:25]([C@@H:23]([C:13]1[C:22]2[C:17](=[CH:18][CH:19]=[CH:20][CH:21]=2)[CH:16]=[CH:15][CH:14]=1)[CH3:24])[C@@H:26]1[CH2:31][CH2:30][CH2:29][N:28]([C:32]([O:34][CH2:35][C:36]2[CH:41]=[CH:40][CH:39]=[CH:38][CH:37]=2)=[O:33])[CH2:27]1)=[O:4]. Reactant: [Cl:1][C:2](Cl)([O:4]C(=O)OC(Cl)(Cl)Cl)Cl.[C:13]1([C@H:23]([NH:25][CH:26]2[CH2:31][CH2:30][CH2:29][N:28]([C:32]([O:34][CH2:35][C:36]3[CH:41]=[CH:40][CH:39]=[CH:38][CH:37]=3)=[O:33])[CH2:27]2)[CH3:24])[C:22]2[C:17](=[CH:18][CH:19]=[CH:20][CH:21]=2)[CH:16]=[CH:15][CH:14]=1.C(N(CC)CC)C.O. The catalyst class is: 2. (4) Reactant: [O:1]=[C:2]1[C:15]2[CH:14]=[C:13]([C:16]([OH:18])=O)[CH:12]=[CH:11][C:10]=2[S:9][C:8]2[C:3]1=[CH:4][CH:5]=[CH:6][CH:7]=2.Cl.S(Cl)([Cl:22])=O. Product: [O:1]=[C:2]1[C:15]2[CH:14]=[C:13]([C:16]([Cl:22])=[O:18])[CH:12]=[CH:11][C:10]=2[S:9][C:8]2[C:3]1=[CH:4][CH:5]=[CH:6][CH:7]=2. The catalyst class is: 6. (5) Reactant: [Cl:1][C:2]1[C:11]2[C:6](=[CH:7][C:8]([O:12][CH3:13])=[CH:9][CH:10]=2)[N:5]=[C:4]([CH:14]=[O:15])[CH:3]=1.[BH4-].[Na+]. Product: [Cl:1][C:2]1[C:11]2[C:6](=[CH:7][C:8]([O:12][CH3:13])=[CH:9][CH:10]=2)[N:5]=[C:4]([CH2:14][OH:15])[CH:3]=1. The catalyst class is: 8.